Dataset: Catalyst prediction with 721,799 reactions and 888 catalyst types from USPTO. Task: Predict which catalyst facilitates the given reaction. Reactant: [C:1]([NH2:5])(=[O:4])[CH:2]=[CH2:3].N[C:7]1[CH:8]=[C:9]2[C:14](=[CH:15][C:16]=1[NH:17]C(=O)C=C)[N:13]=[CH:12][C:11]([C:22]#[N:23])=[C:10]2[NH:24][C:25]1[CH:30]=[C:29]([O:31][CH3:32])[C:28]([O:33][CH3:34])=[C:27]([O:35][CH3:36])[CH:26]=1.[NH:37]1[CH2:42][CH2:41][O:40][CH2:39][CH2:38]1. Product: [NH2:17][C:16]1[CH:15]=[C:14]2[C:9]([C:10]([NH:24][C:25]3[CH:26]=[C:27]([O:35][CH3:36])[C:28]([O:33][CH3:34])=[C:29]([O:31][CH3:32])[CH:30]=3)=[C:11]([C:22]#[N:23])[CH:12]=[N:13]2)=[CH:8][C:7]=1[NH:5][C:1](=[O:4])[CH2:2][CH2:3][N:37]1[CH2:42][CH2:41][O:40][CH2:39][CH2:38]1. The catalyst class is: 9.